Dataset: NCI-60 drug combinations with 297,098 pairs across 59 cell lines. Task: Regression. Given two drug SMILES strings and cell line genomic features, predict the synergy score measuring deviation from expected non-interaction effect. (1) Drug 1: CC12CCC(CC1=CCC3C2CCC4(C3CC=C4C5=CN=CC=C5)C)O. Drug 2: CC1OCC2C(O1)C(C(C(O2)OC3C4COC(=O)C4C(C5=CC6=C(C=C35)OCO6)C7=CC(=C(C(=C7)OC)O)OC)O)O. Cell line: U251. Synergy scores: CSS=54.8, Synergy_ZIP=-0.622, Synergy_Bliss=0.721, Synergy_Loewe=-12.8, Synergy_HSA=2.99. (2) Drug 1: C1=C(C(=O)NC(=O)N1)F. Drug 2: CCC1(CC2CC(C3=C(CCN(C2)C1)C4=CC=CC=C4N3)(C5=C(C=C6C(=C5)C78CCN9C7C(C=CC9)(C(C(C8N6C)(C(=O)OC)O)OC(=O)C)CC)OC)C(=O)OC)O.OS(=O)(=O)O. Cell line: NCIH23. Synergy scores: CSS=44.4, Synergy_ZIP=-9.02, Synergy_Bliss=-12.3, Synergy_Loewe=-9.14, Synergy_HSA=-7.59. (3) Drug 1: CNC(=O)C1=CC=CC=C1SC2=CC3=C(C=C2)C(=NN3)C=CC4=CC=CC=N4. Drug 2: C1=CC(=CC=C1CC(C(=O)O)N)N(CCCl)CCCl.Cl. Cell line: ACHN. Synergy scores: CSS=31.6, Synergy_ZIP=0.588, Synergy_Bliss=4.35, Synergy_Loewe=3.69, Synergy_HSA=3.96. (4) Drug 1: CCC1=CC2CC(C3=C(CN(C2)C1)C4=CC=CC=C4N3)(C5=C(C=C6C(=C5)C78CCN9C7C(C=CC9)(C(C(C8N6C)(C(=O)OC)O)OC(=O)C)CC)OC)C(=O)OC.C(C(C(=O)O)O)(C(=O)O)O. Drug 2: CN(C)C1=NC(=NC(=N1)N(C)C)N(C)C. Cell line: NCI/ADR-RES. Synergy scores: CSS=1.08, Synergy_ZIP=0.613, Synergy_Bliss=1.65, Synergy_Loewe=0.0883, Synergy_HSA=0.0882. (5) Drug 1: CC1=C2C(C(=O)C3(C(CC4C(C3C(C(C2(C)C)(CC1OC(=O)C(C(C5=CC=CC=C5)NC(=O)OC(C)(C)C)O)O)OC(=O)C6=CC=CC=C6)(CO4)OC(=O)C)OC)C)OC. Drug 2: CN1C(=O)N2C=NC(=C2N=N1)C(=O)N. Cell line: SK-MEL-2. Synergy scores: CSS=26.7, Synergy_ZIP=-2.30, Synergy_Bliss=-8.63, Synergy_Loewe=-44.7, Synergy_HSA=-10.1. (6) Drug 1: CCCS(=O)(=O)NC1=C(C(=C(C=C1)F)C(=O)C2=CNC3=C2C=C(C=N3)C4=CC=C(C=C4)Cl)F. Drug 2: C1=NNC2=C1C(=O)NC=N2. Cell line: HT29. Synergy scores: CSS=37.2, Synergy_ZIP=3.75, Synergy_Bliss=5.75, Synergy_Loewe=-12.0, Synergy_HSA=3.54. (7) Cell line: OVCAR3. Drug 1: CCN(CC)CCCC(C)NC1=C2C=C(C=CC2=NC3=C1C=CC(=C3)Cl)OC. Drug 2: B(C(CC(C)C)NC(=O)C(CC1=CC=CC=C1)NC(=O)C2=NC=CN=C2)(O)O. Synergy scores: CSS=65.8, Synergy_ZIP=1.76, Synergy_Bliss=4.69, Synergy_Loewe=-19.7, Synergy_HSA=1.74. (8) Drug 1: C1=CC(=CC=C1CCC2=CNC3=C2C(=O)NC(=N3)N)C(=O)NC(CCC(=O)O)C(=O)O. Drug 2: N.N.Cl[Pt+2]Cl. Cell line: A498. Synergy scores: CSS=15.8, Synergy_ZIP=-4.04, Synergy_Bliss=-2.34, Synergy_Loewe=-15.2, Synergy_HSA=-3.25.